Dataset: Forward reaction prediction with 1.9M reactions from USPTO patents (1976-2016). Task: Predict the product of the given reaction. (1) Given the reactants Br[CH2:2][C:3]1[CH:8]=[CH:7][C:6]([C:9]2[CH:14]=[CH:13][CH:12]=[CH:11][CH:10]=2)=[CH:5][CH:4]=1.Cl.[NH2:16][CH2:17][C:18]([N:20]1[CH2:25][CH2:24][CH:23]([O:26][C:27]2[CH:32]=[CH:31][CH:30]=[CH:29][C:28]=2[Cl:33])[CH2:22][CH2:21]1)=[O:19].O[Li].O, predict the reaction product. The product is: [C:6]1([C:9]2[CH:14]=[CH:13][CH:12]=[CH:11][CH:10]=2)[CH:7]=[CH:8][C:3]([CH2:2][NH:16][CH2:17][C:18]([N:20]2[CH2:25][CH2:24][CH:23]([O:26][C:27]3[CH:32]=[CH:31][CH:30]=[CH:29][C:28]=3[Cl:33])[CH2:22][CH2:21]2)=[O:19])=[CH:4][CH:5]=1. (2) Given the reactants C1O[C:4]2([CH2:9][CH2:8][N:7]([CH2:10][CH2:11][C:12]([NH2:26])([C:20]3[CH:25]=[CH:24][CH:23]=[CH:22][CH:21]=3)C(OC(C)(C)C)=O)[CH2:6][CH2:5]2)[O:3]C1.[OH-].[Na+], predict the reaction product. The product is: [NH3:7].[C:20]1([CH:12]([NH2:26])[CH2:11][CH2:10][N:7]2[CH2:8][CH2:9][C:4](=[O:3])[CH2:5][CH2:6]2)[CH:25]=[CH:24][CH:23]=[CH:22][CH:21]=1.